Dataset: Catalyst prediction with 721,799 reactions and 888 catalyst types from USPTO. Task: Predict which catalyst facilitates the given reaction. (1) Reactant: I[C:2]1[CH:17]=[CH:16][C:5]([O:6][C:7]2[CH:12]=[CH:11][C:10]([C:13](=[O:15])[CH3:14])=[CH:9][CH:8]=2)=[CH:4][CH:3]=1.[B:18]1([B:18]2[O:22][C:21]([CH3:24])([CH3:23])[C:20]([CH3:26])([CH3:25])[O:19]2)[O:22][C:21]([CH3:24])([CH3:23])[C:20]([CH3:26])([CH3:25])[O:19]1.C(Cl)Cl.C([O-])(=O)C.[K+]. Product: [CH3:25][C:20]1([CH3:26])[C:21]([CH3:24])([CH3:23])[O:22][B:18]([C:2]2[CH:17]=[CH:16][C:5]([O:6][C:7]3[CH:12]=[CH:11][C:10]([C:13](=[O:15])[CH3:14])=[CH:9][CH:8]=3)=[CH:4][CH:3]=2)[O:19]1. The catalyst class is: 75. (2) Reactant: [CH:1]([C:3]1[CH:8]=[CH:7][C:6]([C:9]([F:12])([F:11])[F:10])=[CH:5][C:4]=1[N+:13]([O-])=O)=[CH2:2]. Product: [CH2:1]([C:3]1[CH:8]=[CH:7][C:6]([C:9]([F:10])([F:11])[F:12])=[CH:5][C:4]=1[NH2:13])[CH3:2]. The catalyst class is: 123. (3) Reactant: [O:1]=[C:2]1[CH2:7][CH2:6][N:5]([C:8]([O:10][C:11]([CH3:14])([CH3:13])[CH3:12])=[O:9])[CH2:4][CH2:3]1.[Li+].C[Si]([N-][Si](C)(C)C)(C)C.[C:25]1([CH:31]([CH3:35])[C:32](Cl)=[O:33])[CH:30]=[CH:29][CH:28]=[CH:27][CH:26]=1. Product: [O:1]=[C:2]1[CH2:3][CH2:4][N:5]([C:8]([O:10][C:11]([CH3:14])([CH3:13])[CH3:12])=[O:9])[CH2:6][CH:7]1[C:32](=[O:33])[CH:31]([C:25]1[CH:30]=[CH:29][CH:28]=[CH:27][CH:26]=1)[CH3:35]. The catalyst class is: 247. (4) Reactant: [C:1]([OH:7])([C:3]([F:6])([F:5])[F:4])=[O:2].C(OC(=O)[N:14]=[C:15]([NH:55]C(OC(C)(C)C)=O)[NH:16][CH2:17][CH2:18][CH2:19][O:20][C:21]1[CH:26]=[C:25]([F:27])[C:24]([CH2:28][S:29][C:30]2[N:31]([C:47]3[CH:52]=[CH:51][C:50]([F:53])=[CH:49][CH:48]=3)[C:32]([C:35]([C:38]3[CH:43]=[CH:42][C:41]([Cl:44])=[C:40]([O:45][CH3:46])[CH:39]=3)([CH3:37])[CH3:36])=[CH:33][N:34]=2)=[C:23]([F:54])[CH:22]=1)(C)(C)C. Product: [F:4][C:3]([F:6])([F:5])[C:1]([O-:7])=[O:2].[NH2:55][C:15]([NH:16][CH2:17][CH2:18][CH2:19][O:20][C:21]1[CH:26]=[C:25]([F:27])[C:24]([CH2:28][S:29][C:30]2[N:31]([C:47]3[CH:48]=[CH:49][C:50]([F:53])=[CH:51][CH:52]=3)[C:32]([C:35]([C:38]3[CH:43]=[CH:42][C:41]([Cl:44])=[C:40]([O:45][CH3:46])[CH:39]=3)([CH3:37])[CH3:36])=[CH:33][N:34]=2)=[C:23]([F:54])[CH:22]=1)=[NH2+:14]. The catalyst class is: 2. (5) Reactant: [Cl:1][C:2]1[C:3]([N:8]([CH2:33][O:34][CH2:35][CH2:36][O:37][CH3:38])[S:9]([C:12]2[C:20]3[C:15](=[N:16][CH:17]=[CH:18][CH:19]=3)[S:14][C:13]=2[CH:21](O)[C:22]2[CH:27]=[C:26]3[O:28][CH2:29][O:30][C:25]3=[CH:24][C:23]=2[CH3:31])(=[O:11])=[O:10])=[N:4][O:5][C:6]=1[CH3:7].C([SiH](CC)CC)C.B(F)(F)F.CCOCC. Product: [Cl:1][C:2]1[C:3]([N:8]([CH2:33][O:34][CH2:35][CH2:36][O:37][CH3:38])[S:9]([C:12]2[C:20]3[C:15](=[N:16][CH:17]=[CH:18][CH:19]=3)[S:14][C:13]=2[CH2:21][C:22]2[CH:27]=[C:26]3[O:28][CH2:29][O:30][C:25]3=[CH:24][C:23]=2[CH3:31])(=[O:11])=[O:10])=[N:4][O:5][C:6]=1[CH3:7]. The catalyst class is: 2. (6) Reactant: [C:1]([O:5][C:6]([N:8]([CH2:27][CH:28]1[CH2:33][CH2:32][CH2:31][CH2:30][CH2:29]1)[C:9]1[CH:10]=[C:11]([C:15](=[O:26])[CH2:16][CH2:17][NH:18][C:19](=[O:25])[O:20][C:21]([CH3:24])([CH3:23])[CH3:22])[CH:12]=[CH:13][CH:14]=1)=[O:7])([CH3:4])([CH3:3])[CH3:2].B(Cl)([C@@H]1[C@@H](C)[C@H]2C(C)(C)[C@H](C2)C1)[C@@H]1[C@@H](C)[C@H]2C(C)(C)[C@H](C2)C1. Product: [C:1]([O:5][C:6]([N:8]([CH2:27][CH:28]1[CH2:29][CH2:30][CH2:31][CH2:32][CH2:33]1)[C:9]1[CH:10]=[C:11]([C@H:15]([OH:26])[CH2:16][CH2:17][NH:18][C:19](=[O:25])[O:20][C:21]([CH3:23])([CH3:24])[CH3:22])[CH:12]=[CH:13][CH:14]=1)=[O:7])([CH3:2])([CH3:3])[CH3:4]. The catalyst class is: 1. (7) Reactant: [CH2:1]1[C:4]2([O:9][CH2:8][CH:7]([CH2:10][O:11][C:12]3[C:17]([CH3:18])=[CH:16][N+:15]([O-])=[C:14]([CH3:20])[C:13]=3[CH3:21])[CH2:6][O:5]2)[CH2:3][CH2:2]1.C(OC(=O)C)(=[O:24])C.[OH-].[Na+]. The catalyst class is: 5. Product: [CH2:1]1[C:4]2([O:9][CH2:8][CH:7]([CH2:10][O:11][C:12]3[C:17]([CH3:18])=[CH:16][N:15]=[C:14]([CH2:20][OH:24])[C:13]=3[CH3:21])[CH2:6][O:5]2)[CH2:3][CH2:2]1. (8) The catalyst class is: 1. Product: [N:19]1[CH:24]=[CH:23][C:22]([NH:25][C:2]([NH:1][C:4]2[CH:9]=[CH:8][C:7]([B:10]3[O:14][C:13]([CH3:16])([CH3:15])[C:12]([CH3:18])([CH3:17])[O:11]3)=[CH:6][CH:5]=2)=[O:3])=[CH:21][CH:20]=1. Reactant: [N:1]([C:4]1[CH:9]=[CH:8][C:7]([B:10]2[O:14][C:13]([CH3:16])([CH3:15])[C:12]([CH3:18])([CH3:17])[O:11]2)=[CH:6][CH:5]=1)=[C:2]=[O:3].[N:19]1[CH:24]=[CH:23][C:22]([NH2:25])=[CH:21][CH:20]=1.C(N(CC)CC)C. (9) Reactant: C(S[CH:14]([OH:26])[CH:15]=[CH:16][C:17]1[C:22]([Cl:23])=[CH:21][C:20]([Cl:24])=[CH:19][C:18]=1[Cl:25])CCCCCCCCCCC.S(=O)(=O)(O)[OH:28].O1CCOCC1. Product: [OH:26][CH2:14][C:15](=[O:28])[CH2:16][C:17]1[C:22]([Cl:23])=[CH:21][C:20]([Cl:24])=[CH:19][C:18]=1[Cl:25]. The catalyst class is: 24.